This data is from Catalyst prediction with 721,799 reactions and 888 catalyst types from USPTO. The task is: Predict which catalyst facilitates the given reaction. (1) Reactant: C([O-])([O-])=O.[Cs+].[Cs+].[OH:7][C:8]1[CH:9]=[C:10]2[C:15](=[CH:16][CH:17]=1)[C:14]([C:18]([OH:20])=[O:19])=[CH:13][CH:12]=[CH:11]2.[CH:21]1[C:25]2[C:26](Cl)=[N:27][CH:28]=[N:29][C:24]=2[NH:23][CH:22]=1.Cl. Product: [N:29]1[C:24]2[NH:23][CH:22]=[CH:21][C:25]=2[C:26]([O:7][C:8]2[CH:9]=[C:10]3[C:15](=[CH:16][CH:17]=2)[C:14]([C:18]([OH:20])=[O:19])=[CH:13][CH:12]=[CH:11]3)=[N:27][CH:28]=1. The catalyst class is: 16. (2) Reactant: COC(N[C@@H](C(C)C)C([N:9]1[C@@H:13]([CH3:14])[CH2:12][CH2:11][C@H:10]1[C:15]([O:17]CC)=[O:16])=O)=O.[Li+].[OH-]. Product: [CH3:14][CH:13]1[NH:9][CH:10]([C:15]([OH:17])=[O:16])[CH2:11][CH2:12]1. The catalyst class is: 5. (3) Reactant: [NH2:1][CH2:2][CH:3]([OH:6])[CH2:4][CH3:5].Cl[C:8]([O:10][CH2:11][C:12]1[CH:17]=[CH:16][CH:15]=[CH:14][CH:13]=1)=[O:9].C(=O)([O-])[O-].[Na+].[Na+]. Product: [CH2:11]([O:10][C:8]([NH:1][CH2:2][CH:3]([OH:6])[CH2:4][CH3:5])=[O:9])[C:12]1[CH:17]=[CH:16][CH:15]=[CH:14][CH:13]=1. The catalyst class is: 6. (4) Reactant: [Si]([O:8][CH2:9][C:10]1([N:13]2[CH2:18][C:17]3([CH2:23][CH2:22][N:21](C(OC(C)(C)C)=O)[CH2:20][CH2:19]3)[O:16][CH2:15][C:14]2=[O:31])[CH2:12][CH2:11]1)(C(C)(C)C)(C)C.Cl. Product: [OH:8][CH2:9][C:10]1([N:13]2[CH2:18][C:17]3([CH2:23][CH2:22][NH:21][CH2:20][CH2:19]3)[O:16][CH2:15][C:14]2=[O:31])[CH2:11][CH2:12]1. The catalyst class is: 12. (5) Reactant: [OH-].[Na+].C[O:4][C:5](=[O:43])[C@@H:6]([CH2:39][CH:40]([CH3:42])[CH3:41])[NH:7][C:8](=[O:38])[CH2:9][C@H:10]1[O:16][C@H:15]([C:17]2[CH:22]=[CH:21][CH:20]=[C:19]([O:23][CH3:24])[C:18]=2[O:25][CH3:26])[C:14]2[CH:27]=[C:28]([Cl:31])[CH:29]=[CH:30][C:13]=2[N:12]([CH2:32][C:33]([CH3:36])([CH3:35])[CH3:34])[C:11]1=[O:37].O.Cl. Product: [Cl:31][C:28]1[CH:29]=[CH:30][C:13]2[N:12]([CH2:32][C:33]([CH3:35])([CH3:34])[CH3:36])[C:11](=[O:37])[C@@H:10]([CH2:9][C:8]([NH:7][C@@H:6]([C:5]([OH:43])=[O:4])[CH2:39][CH:40]([CH3:42])[CH3:41])=[O:38])[O:16][C@H:15]([C:17]3[CH:22]=[CH:21][CH:20]=[C:19]([O:23][CH3:24])[C:18]=3[O:25][CH3:26])[C:14]=2[CH:27]=1. The catalyst class is: 83. (6) Reactant: [CH3:1][C:2]1[CH:7]=[C:6]([NH:8][C:9]([C:11]2[C:16]([NH2:17])=[CH:15][CH:14]=[C:13]([CH3:18])[N:12]=2)=[O:10])[CH:5]=[CH:4][N:3]=1.Br[C:20]1[CH:21]=[N:22][CH:23]=[CH:24][CH:25]=1. Product: [CH3:1][C:2]1[CH:7]=[C:6]([NH:8][C:9]([C:11]2[C:16]([NH:17][C:20]3[CH:21]=[N:22][CH:23]=[CH:24][CH:25]=3)=[CH:15][CH:14]=[C:13]([CH3:18])[N:12]=2)=[O:10])[CH:5]=[CH:4][N:3]=1. The catalyst class is: 45. (7) Reactant: [I-].[F:2][C:3]([F:41])([F:40])[C:4]1[CH:5]=[C:6]([C@H:14]([O:16][C@@H:17]2[C@@H:21]([C:22]3[CH:27]=[CH:26][C:25]([F:28])=[CH:24][CH:23]=3)[CH2:20][N:19]([C:29]3[CH2:33][CH2:32][C:31](=[O:34])[C:30]=3[CH2:35][N+](C)(C)C)[CH2:18]2)[CH3:15])[CH:7]=[C:8]([C:10]([F:13])([F:12])[F:11])[CH:9]=1.[C-:42]#[N:43].[Na+]. Product: [F:2][C:3]([F:40])([F:41])[C:4]1[CH:5]=[C:6]([C@H:14]([O:16][C@@H:17]2[C@@H:21]([C:22]3[CH:27]=[CH:26][C:25]([F:28])=[CH:24][CH:23]=3)[CH2:20][N:19]([C:29]3[CH2:33][CH2:32][C:31](=[O:34])[C:30]=3[CH2:35][C:42]#[N:43])[CH2:18]2)[CH3:15])[CH:7]=[C:8]([C:10]([F:13])([F:12])[F:11])[CH:9]=1. The catalyst class is: 8.